From a dataset of Full USPTO retrosynthesis dataset with 1.9M reactions from patents (1976-2016). Predict the reactants needed to synthesize the given product. (1) Given the product [CH:15]1([NH:18][C:19]([C@@H:21]2[C@H:26]([NH:27][C:28]3[C:33]([Cl:34])=[CH:32][N:31]=[C:30]4[NH:35][C:7]([C:6]5[S:5][C:4]([N:9]6[CH2:13][CH2:12][C@@H:11]([OH:14])[CH2:10]6)=[N:3][C:2]=5[Cl:1])=[N:36][C:29]=34)[C@@H:25]3[CH2:37][C@H:22]2[CH:23]=[CH:24]3)=[O:20])[CH2:17][CH2:16]1, predict the reactants needed to synthesize it. The reactants are: [Cl:1][C:2]1[N:3]=[C:4]([N:9]2[CH2:13][CH2:12][CH:11]([OH:14])[CH2:10]2)[S:5][C:6]=1[CH:7]=O.[CH:15]1([NH:18][C:19]([C@@H:21]2[C@H:26]([NH:27][C:28]3[C:33]([Cl:34])=[CH:32][N:31]=[C:30]([NH2:35])[C:29]=3[NH2:36])[C@@H:25]3[CH2:37][C@H:22]2[CH:23]=[CH:24]3)=[O:20])[CH2:17][CH2:16]1.C([O-])(=O)C.[NH4+]. (2) Given the product [F:11][CH:12]([F:15])[CH2:13][NH:14][C:2]1[CH:7]=[CH:6][CH:5]=[CH:4][C:3]=1[N+:8]([O-:10])=[O:9], predict the reactants needed to synthesize it. The reactants are: Cl[C:2]1[CH:7]=[CH:6][CH:5]=[CH:4][C:3]=1[N+:8]([O-:10])=[O:9].[F:11][CH:12]([F:15])[CH2:13][NH2:14].O. (3) Given the product [C:19]([O:18][C:16]([NH:15][C:12]1[S:13][CH:14]=[C:10](/[C:9](=[N:23]/[O:24][C:25]([CH3:34])([CH3:33])[C:26]([O:28][C:29]([CH3:32])([CH3:31])[CH3:30])=[O:27])/[C:8]([NH:7][C@@H:6]2[C:5](=[O:36])[NH:4][C@@H:3]2[CH2:2][NH:1][CH2:47][C@H:45]([OH:46])[CH2:44][O:43][CH2:42][O:41][CH2:40][CH2:39][Si:38]([CH3:49])([CH3:48])[CH3:37])=[O:35])[N:11]=1)=[O:17])([CH3:22])([CH3:21])[CH3:20], predict the reactants needed to synthesize it. The reactants are: [NH2:1][CH2:2][C@@H:3]1[C@H:6]([NH:7][C:8](=[O:35])/[C:9](=[N:23]\[O:24][C:25]([CH3:34])([CH3:33])[C:26]([O:28][C:29]([CH3:32])([CH3:31])[CH3:30])=[O:27])/[C:10]2[N:11]=[C:12]([NH:15][C:16]([O:18][C:19]([CH3:22])([CH3:21])[CH3:20])=[O:17])[S:13][CH:14]=2)[C:5](=[O:36])[NH:4]1.[CH3:37][Si:38]([CH3:49])([CH3:48])[CH2:39][CH2:40][O:41][CH2:42][O:43][CH2:44][C@@H:45]1[CH2:47][O:46]1. (4) Given the product [CH3:16][O:15][C:13](=[O:14])[CH2:12][CH2:11][CH2:10][CH2:9][CH2:8][CH2:7][CH2:6][CH2:5][CH2:4][CH2:3][CH2:2][NH:1][C:17]([C:20]1[CH:21]=[CH:22][C:23]([B:26]([OH:28])[OH:27])=[CH:24][CH:25]=1)=[O:18], predict the reactants needed to synthesize it. The reactants are: [NH2:1][CH2:2][CH2:3][CH2:4][CH2:5][CH2:6][CH2:7][CH2:8][CH2:9][CH2:10][CH2:11][CH2:12][C:13]([O:15][CH3:16])=[O:14].[C:17]([C:20]1[CH:25]=[CH:24][C:23]([B:26]([OH:28])[OH:27])=[CH:22][CH:21]=1)(O)=[O:18].CN(C(ON1N=NC2C=CC=CC1=2)=[N+](C)C)C.[B-](F)(F)(F)F.CO. (5) Given the product [NH4+:5].[OH-:2].[O:15]=[C:4]1[C:3]([CH2:1][N:17]2[CH2:22][CH2:21][C:20]3([C:30]4[C:25](=[CH:26][CH:27]=[CH:28][CH:29]=4)[CH2:24][CH2:23]3)[CH2:19][CH2:18]2)=[CH:12][C:11]2[C:6]3=[C:7]([CH2:13][CH2:14][N:5]13)[CH:8]=[CH:9][CH:10]=2, predict the reactants needed to synthesize it. The reactants are: [CH:1]([C:3]1[C:4](=[O:15])[N:5]2[CH2:14][CH2:13][C:7]3[CH:8]=[CH:9][CH:10]=[C:11]([CH:12]=1)[C:6]2=3)=[O:2].Cl.[NH:17]1[CH2:22][CH2:21][C:20]2([C:30]3[C:25](=[CH:26][CH:27]=[CH:28][CH:29]=3)[CH2:24][CH2:23]2)[CH2:19][CH2:18]1.C(O[BH-](OC(=O)C)OC(=O)C)(=O)C.[Na+]. (6) Given the product [CH2:29]([N:5]([CH2:1][CH2:2][CH2:3][CH3:4])[C:6]1[CH:11]=[CH:10][C:9]([CH:12]=[CH:13][C:14]2[S:18][C:17]([CH:19]=[O:20])=[CH:16][CH:15]=2)=[C:8]([OH:21])[CH:7]=1)[CH2:30][CH2:31][CH3:32], predict the reactants needed to synthesize it. The reactants are: [CH2:1]([N:5]([CH2:29][CH2:30][CH2:31][CH3:32])[C:6]1[CH:11]=[CH:10][C:9]([CH:12]=[CH:13][C:14]2[S:18][C:17]([CH:19]=[O:20])=[CH:16][CH:15]=2)=[C:8]([O:21][Si](C(C)(C)C)(C)C)[CH:7]=1)[CH2:2][CH2:3][CH3:4].[F-].C([N+](CCCC)(CCCC)CCCC)CCC.O.C(OCC)(=O)C. (7) Given the product [F:1][C:2]1[CH:3]=[C:4]([CH:5]=[CH:6][C:7]=1[C:8]([F:14])([F:13])[C:9]([F:12])([F:11])[F:10])[C:21]([OH:23])=[O:22], predict the reactants needed to synthesize it. The reactants are: [F:1][C:2]1[CH:3]=[C:4](Br)[CH:5]=[CH:6][C:7]=1[C:8]([F:14])([F:13])[C:9]([F:12])([F:11])[F:10].C([Mg]Cl)(C)C.[C:21](=[O:23])=[O:22].O. (8) Given the product [Cl:1][C:2]1[N:10]=[C:9]([NH2:11])[N:8]=[C:7]2[C:3]=1[N:4]=[CH:5][N:6]2[CH:12]1[CH2:16][CH:15]([OH:17])[CH:14]([CH2:25][OH:26])[C:13]1=[CH2:34], predict the reactants needed to synthesize it. The reactants are: [Cl:1][C:2]1[N:10]=[C:9]([NH2:11])[N:8]=[C:7]2[C:3]=1[N:4]=[CH:5][N:6]2[CH:12]1[CH2:16][CH:15]([O:17][Si](C(C)(C)C)(C)C)[CH:14]([CH2:25][O:26][Si](C(C)(C)C)(C)C)[C:13]1=[CH2:34].[F-].C([N+](CCCC)(CCCC)CCCC)CCC.C(Cl)Cl. (9) Given the product [Br:14][C:15]1[CH:20]=[CH:19][C:18]([N:5]2[CH:6]=[CH:7][C:3]([C:2]([F:13])([F:12])[F:1])=[C:4]2[CH2:8][O:10][C:11]2[CH:28]=[CH:27][C:26]([CH2:33][CH2:34][CH2:35][OH:36])=[C:25]([F:24])[C:30]=2[F:31])=[CH:17][CH:16]=1, predict the reactants needed to synthesize it. The reactants are: [F:1][C:2]([F:13])([F:12])[C:3]1[CH:7]=[CH:6][NH:5][C:4]=1[C:8]([O:10][CH3:11])=O.[Br:14][C:15]1[CH:20]=[CH:19][C:18](B(O)O)=[CH:17][CH:16]=1.[F:24][C:25]1[C:30]([F:31])=C(O)[CH:28]=[CH:27][C:26]=1[CH2:33][CH2:34][C:35](OCC)=[O:36].